Dataset: Catalyst prediction with 721,799 reactions and 888 catalyst types from USPTO. Task: Predict which catalyst facilitates the given reaction. Reactant: [CH3:1][O-:2].[Na+].Br[CH2:5][C:6]1[CH:14]=[CH:13][C:9]([C:10]([OH:12])=[O:11])=[CH:8][C:7]=1[N+:15]([O-:17])=[O:16]. Product: [CH3:1][O:2][CH2:5][C:6]1[CH:14]=[CH:13][C:9]([C:10]([OH:12])=[O:11])=[CH:8][C:7]=1[N+:15]([O-:17])=[O:16]. The catalyst class is: 5.